Predict the reactants needed to synthesize the given product. From a dataset of Full USPTO retrosynthesis dataset with 1.9M reactions from patents (1976-2016). (1) Given the product [CH:1]1([CH:7]([NH:22][C:23]2[CH:24]=[CH:25][C:26]([C:55]([N:33]([CH3:32])[CH2:34][CH2:35][C:36]([OH:38])=[O:37])=[O:54])=[CH:30][CH:31]=2)[C:8]2[CH:12]=[C:11]([C:13]3[CH:18]=[CH:17][C:16]([O:19][CH3:20])=[CH:15][N:14]=3)[O:10][C:9]=2[CH3:21])[CH2:2][CH2:3][CH2:4][CH2:5][CH2:6]1, predict the reactants needed to synthesize it. The reactants are: [CH:1]1([CH:7]([NH:22][C:23]2[CH:31]=[CH:30][C:26](C(O)=O)=[CH:25][CH:24]=2)[C:8]2[CH:12]=[C:11]([C:13]3[CH:18]=[CH:17][C:16]([O:19][CH3:20])=[CH:15][N:14]=3)[O:10][C:9]=2[CH3:21])[CH2:6][CH2:5][CH2:4][CH2:3][CH2:2]1.[CH3:32][NH:33][CH2:34][CH2:35][C:36]([O:38]CC)=[O:37].Cl.C(N=C=NCCCN(C)C)C.O.[OH:54][C:55]1C2N=NNC=2C=CC=1. (2) Given the product [CH3:17][N:18]1[CH2:23][CH2:22][N:21]([C:2]2[NH:3][C:4](=[O:16])[C:5]3[C:10]([CH:11]=2)=[CH:9][CH:8]=[C:7]2[CH:12]=[CH:13][CH:14]=[CH:15][C:6]=32)[CH2:20][CH2:19]1, predict the reactants needed to synthesize it. The reactants are: Cl[C:2]1[NH:3][C:4](=[O:16])[C:5]2[C:10]([CH:11]=1)=[CH:9][CH:8]=[C:7]1[CH:12]=[CH:13][CH:14]=[CH:15][C:6]=21.[CH3:17][N:18]1[CH2:23][CH2:22][NH:21][CH2:20][CH2:19]1. (3) Given the product [Si:17]([O:5][C:3]([CH3:6])([CH3:4])[C@@H:2]([NH2:1])[CH3:7])([C:14]([CH3:16])([CH3:15])[CH3:13])([CH3:19])[CH3:18], predict the reactants needed to synthesize it. The reactants are: [NH2:1][C@@H:2]([CH3:7])[C:3]([CH3:6])([OH:5])[CH3:4].N1C=CN=C1.[CH3:13][C:14]([Si:17](Cl)([CH3:19])[CH3:18])([CH3:16])[CH3:15]. (4) Given the product [N:10]1([CH2:14][C:15]#[N:16])[CH2:9][CH2:8][CH:7]([C:4]2[CH:5]=[CH:6][N:1]=[CH:2][CH:3]=2)[CH2:12][CH2:11]1, predict the reactants needed to synthesize it. The reactants are: [NH:1]1[CH2:6][CH2:5][CH:4]([C:7]2[CH:12]=[CH:11][N:10]=[CH:9][CH:8]=2)[CH2:3][CH2:2]1.Br[CH2:14][C:15]#[N:16]. (5) The reactants are: C(OC([CH2:8][NH:9][CH2:10][CH2:11][CH2:12][C:13]1[CH:14]=[C:15]2[C:20](=[CH:21][CH:22]=1)[N:19]([N:23]([CH3:25])[CH3:24])[CH:18]=[C:17]([C:26]([O:28][CH2:29][CH3:30])=[O:27])[C:16]2=[O:31])=O)(C)(C)C.Cl. Given the product [CH3:8][NH:9][CH2:10][CH2:11][CH2:12][C:13]1[CH:14]=[C:15]2[C:20](=[CH:21][CH:22]=1)[N:19]([N:23]([CH3:25])[CH3:24])[CH:18]=[C:17]([C:26]([O:28][CH2:29][CH3:30])=[O:27])[C:16]2=[O:31], predict the reactants needed to synthesize it. (6) Given the product [CH2:1]([O:3][C:4]([CH:6]1[CH:10]([C:11]2[CH:16]=[CH:15][C:14]([N+:17]([O-:19])=[O:18])=[CH:13][CH:12]=2)[CH2:9][N:8]([C:20](=[O:27])[C:21]2[CH:26]=[CH:25][CH:24]=[CH:23][CH:22]=2)[CH2:7]1)=[O:5])[CH3:2], predict the reactants needed to synthesize it. The reactants are: [CH2:1]([O:3][C:4]([CH:6]1[CH:10]([C:11]2[CH:16]=[CH:15][C:14]([N+:17]([O-:19])=[O:18])=[CH:13][CH:12]=2)[CH2:9][NH:8][CH2:7]1)=[O:5])[CH3:2].[C:20](Cl)(=[O:27])[C:21]1[CH:26]=[CH:25][CH:24]=[CH:23][CH:22]=1.C(O)(=O)C1C=CC=CC=1.C(Cl)(=O)C(Cl)=O. (7) Given the product [C:28]([N:31]1[CH2:36][CH2:35][N:34]([CH2:2][CH2:3][O:4][C:5]2[C:10]([CH3:11])=[CH:9][C:8]([C:12]3[NH:21][C:20](=[O:22])[C:19]4[C:14](=[CH:15][C:16]([O:25][CH3:26])=[CH:17][C:18]=4[O:23][CH3:24])[N:13]=3)=[CH:7][C:6]=2[CH3:27])[CH2:33][CH2:32]1)(=[O:30])[CH3:29], predict the reactants needed to synthesize it. The reactants are: Br[CH2:2][CH2:3][O:4][C:5]1[C:10]([CH3:11])=[CH:9][C:8]([C:12]2[NH:21][C:20](=[O:22])[C:19]3[C:14](=[CH:15][C:16]([O:25][CH3:26])=[CH:17][C:18]=3[O:23][CH3:24])[N:13]=2)=[CH:7][C:6]=1[CH3:27].[C:28]([N:31]1[CH2:36][CH2:35][NH:34][CH2:33][CH2:32]1)(=[O:30])[CH3:29]. (8) Given the product [CH:21]([C:24]1[CH:30]=[CH:29][C:27]([NH:28][C:57]2[CH:58]=[C:3]3[C:2](=[C:55]4[C:56]=2[CH:51]=[CH:52][CH:53]=[CH:54]4)[CH:19]=[C:18]([NH:64][C:65]2[CH:70]=[CH:69][C:43]([CH:40]([CH3:41])[CH3:42])=[CH:67][CH:66]=2)[C:17]2[CH:16]=[CH:7][CH:6]=[CH:5][C:4]3=2)=[CH:26][CH:25]=1)([CH3:23])[CH3:22], predict the reactants needed to synthesize it. The reactants are: Br[C:2]1[CH:19]=[CH:18][C:17]2[C:16]3[C:7](=C4C(=CC=3)C=CC=C4)[CH:6]=[CH:5][C:4]=2[C:3]=1Br.[CH:21]([C:24]1[CH:30]=[CH:29][C:27]([NH2:28])=[CH:26][CH:25]=1)([CH3:23])[CH3:22].P([C:40]([CH3:43])([CH3:42])[CH3:41])(C(C)(C)C)C(C)(C)C.BrC1C=CC2C3C(=[C:51]4[C:56](=[CH:57][CH:58]=3)[CH:55]=[CH:54][CH:53]=[CH:52]4)C=CC=2C=1Br.[NH2:64][C:65]1[CH:70]=[CH:69]C=[CH:67][CH:66]=1.CC(C)([O-])C.[Na+].